Dataset: Full USPTO retrosynthesis dataset with 1.9M reactions from patents (1976-2016). Task: Predict the reactants needed to synthesize the given product. (1) Given the product [CH:12]([C:13]1[O:14][C:15]([C:18]([CH3:21])([CH3:20])[CH3:19])=[CH:16][N:17]=1)=[O:11], predict the reactants needed to synthesize it. The reactants are: C(Cl)(=O)C(Cl)=O.CS(C)=O.[OH:11][CH2:12][C:13]1[O:14][C:15]([C:18]([CH3:21])([CH3:20])[CH3:19])=[CH:16][N:17]=1.C(N(CC)CC)C. (2) Given the product [Cl:1][C:2]1[CH:3]=[C:4]([C:8]2[C:13]([O:14][CH3:15])=[CH:12][CH:11]=[C:10]([CH2:16][C:17]3[CH:18]=[CH:19][C:20]([N:27]4[C@@H:28]([CH3:31])[CH2:29][CH2:30][C@@H:26]4[CH3:25])=[N:21][CH:22]=3)[C:9]=2[F:24])[CH:5]=[CH:6][CH:7]=1, predict the reactants needed to synthesize it. The reactants are: [Cl:1][C:2]1[CH:3]=[C:4]([C:8]2[C:13]([O:14][CH3:15])=[CH:12][CH:11]=[C:10]([CH2:16][C:17]3[CH:18]=[CH:19][C:20](F)=[N:21][CH:22]=3)[C:9]=2[F:24])[CH:5]=[CH:6][CH:7]=1.[CH3:25][C@H:26]1[CH2:30][CH2:29][C@H:28]([CH3:31])[NH:27]1.N12CCCN=C1CCCCC2.Cl. (3) Given the product [NH:15]1[C:23]2[C:18](=[CH:19][C:20]([NH:24][C:25]3[CH:37]=[C:36]([CH2:38][CH2:39][C:40]4[CH:41]=[CH:42][CH:43]=[CH:44][CH:45]=4)[CH:35]=[CH:34][C:26]=3[C:27]([OH:29])=[O:28])=[CH:21][CH:22]=2)[CH:17]=[CH:16]1, predict the reactants needed to synthesize it. The reactants are: FC(F)(F)C(O)=O.C(OC([N:15]1[C:23]2[C:18](=[CH:19][C:20]([NH:24][C:25]3[CH:37]=[C:36]([CH2:38][CH2:39][C:40]4[CH:45]=[CH:44][CH:43]=[CH:42][CH:41]=4)[CH:35]=[CH:34][C:26]=3[C:27]([O:29]C(C)(C)C)=[O:28])=[CH:21][CH:22]=2)[CH:17]=[CH:16]1)=O)(C)(C)C. (4) Given the product [NH:2]1[CH2:13][CH2:12][NH:11][CH2:10][CH2:9][NH:8][CH2:7][CH2:6][NH:5][CH2:4][CH2:3]1, predict the reactants needed to synthesize it. The reactants are: C[N:2]1[CH2:13][CH2:12][NH:11][CH2:10][CH2:9][N:8](C)[CH2:7][CH2:6][NH:5][CH2:4][CH2:3]1.N1CCCNCCNCCCNCC1.CN1CCCN(C)CCN(C)CCCN(C)CC1.CC1CC(C)(C)NCCNC(C)CC(C)(C)NCCN1.CN1CCCNCCN(C)CCCNCC1.C(N1CCCNCCN(CC)CCCNCC1)C.CN1CCN2CCN(CCN(C)CCC2)CCC1.C(N1CCN2CCN(CCN(CC)CCC2)CCC1)C.C(N1CCN2CCN(CCN(C)CCC2)CCC1)CCCCCCC.